From a dataset of Full USPTO retrosynthesis dataset with 1.9M reactions from patents (1976-2016). Predict the reactants needed to synthesize the given product. (1) Given the product [CH2:1]([O:8][N:9]1[C:15](=[O:16])[N:14]2[CH2:17][C@H:10]1[CH2:11][CH2:12][C@H:13]2[C:18]1[O:23][CH:22]=[N:21][N:20]=1)[C:2]1[CH:3]=[CH:4][CH:5]=[CH:6][CH:7]=1, predict the reactants needed to synthesize it. The reactants are: [CH2:1]([O:8][N:9]1[C:15](=[O:16])[N:14]2[CH2:17][C@H:10]1[CH2:11][CH2:12][C@H:13]2[C:18]([NH:20][NH:21][CH:22]=[O:23])=O)[C:2]1[CH:7]=[CH:6][CH:5]=[CH:4][CH:3]=1.N1C=CC=CC=1.O(S(C(F)(F)F)(=O)=O)S(C(F)(F)F)(=O)=O. (2) Given the product [CH3:35][O:34][C:29]1[C:28]([NH:27][C:16]2[CH:15]=[C:14]([C:20]([F:21])([F:22])[F:23])[C:13]3[N:12]([CH3:24])[C@H:11]4[CH2:25][CH2:26][NH:8][CH2:9][C@H:10]4[C:18]=3[CH:17]=2)=[CH:33][CH:32]=[CH:31][N:30]=1, predict the reactants needed to synthesize it. The reactants are: C(OC([N:8]1[CH2:26][CH2:25][C@@H:11]2[N:12]([CH3:24])[C:13]3[C:14]([C:20]([F:23])([F:22])[F:21])=[CH:15][C:16](Br)=[CH:17][C:18]=3[C@@H:10]2[CH2:9]1)=O)(C)(C)C.[NH2:27][C:28]1[C:29]([O:34][CH3:35])=[N:30][CH:31]=[CH:32][CH:33]=1.CC([O-])(C)C.[Na+]. (3) Given the product [CH3:15][C:13]1[N:12]=[CH:11][N:10]([C:5]2[CH:4]=[CH:3][C:2]([NH:29][C:26]3[N:27]=[CH:28][N:24]([C:19]4[CH:20]=[CH:21][CH:22]=[CH:23][C:18]=4[C:17]([F:31])([F:16])[F:30])[N:25]=3)=[CH:9][C:6]=2[C:7]#[N:8])[CH:14]=1, predict the reactants needed to synthesize it. The reactants are: Br[C:2]1[CH:3]=[CH:4][C:5]([N:10]2[CH:14]=[C:13]([CH3:15])[N:12]=[CH:11]2)=[C:6]([CH:9]=1)[C:7]#[N:8].[F:16][C:17]([F:31])([F:30])[C:18]1[CH:23]=[CH:22][CH:21]=[CH:20][C:19]=1[N:24]1[CH:28]=[N:27][C:26]([NH2:29])=[N:25]1. (4) Given the product [N:17]1([CH:2]2[C:11]3[C:6](=[CH:7][CH:8]=[CH:9][CH:10]=3)[NH:5][C:4](=[O:12])[C:3]2([CH3:14])[CH3:13])[CH:16]=[CH:15][N:19]=[CH:18]1, predict the reactants needed to synthesize it. The reactants are: O[CH:2]1[C:11]2[C:6](=[CH:7][CH:8]=[CH:9][CH:10]=2)[NH:5][C:4](=[O:12])[C:3]1([CH3:14])[CH3:13].[CH:15]1[N:19]=[CH:18][N:17](C([N:17]2[CH:18]=[N:19][CH:15]=[CH:16]2)=O)[CH:16]=1. (5) Given the product [NH2:18][C@@H:16]1[CH2:17][C@H:15]1[C:12]1[CH:13]=[CH:14][C:9]([O:8][CH2:7][C:6]2[CH:5]=[CH:4][C:3]([C:1]#[N:2])=[CH:27][CH:26]=2)=[CH:10][CH:11]=1, predict the reactants needed to synthesize it. The reactants are: [C:1]([C:3]1[CH:27]=[CH:26][C:6]([CH2:7][O:8][C:9]2[CH:14]=[CH:13][C:12]([C@@H:15]3[CH2:17][C@H:16]3[NH:18]C(=O)OC(C)(C)C)=[CH:11][CH:10]=2)=[CH:5][CH:4]=1)#[N:2].O.[OH-].[Na+]. (6) The reactants are: [F:1][C:2]1[CH:3]=[CH:4][C:5]([O:12]C)=[C:6]([NH:8][C:9]([NH2:11])=[O:10])[CH:7]=1.B(Br)(Br)Br.C(OCC)C. Given the product [F:1][C:2]1[CH:3]=[CH:4][C:5]([OH:12])=[C:6]([NH:8][C:9]([NH2:11])=[O:10])[CH:7]=1, predict the reactants needed to synthesize it.